This data is from Catalyst prediction with 721,799 reactions and 888 catalyst types from USPTO. The task is: Predict which catalyst facilitates the given reaction. Reactant: C(OC([N:8]1[CH2:13][CH2:12][N:11]([C:14](=[O:16])[CH3:15])[CH2:10][CH:9]1[CH3:17])=O)(C)(C)C.[ClH:18].O1CCOCC1. Product: [ClH:18].[CH3:17][CH:9]1[NH:8][CH2:13][CH2:12][N:11]([C:14](=[O:16])[CH3:15])[CH2:10]1. The catalyst class is: 2.